Dataset: Forward reaction prediction with 1.9M reactions from USPTO patents (1976-2016). Task: Predict the product of the given reaction. (1) Given the reactants [CH:1]1([N:6]2[C:14]3[C:13]([C:15]#[N:16])=[CH:12][NH:11][C:10](=[O:17])[C:9]=3[C:8]([C:18]3[N:22](C4CCCCO4)[N:21]=[CH:20][CH:19]=3)=[CH:7]2)[CH2:5][CH2:4][CH2:3][CH2:2]1.[ClH:29].C(OCC)(=O)C, predict the reaction product. The product is: [ClH:29].[CH:1]1([N:6]2[C:14]3[C:13]([C:15]#[N:16])=[CH:12][NH:11][C:10](=[O:17])[C:9]=3[C:8]([C:18]3[NH:22][N:21]=[CH:20][CH:19]=3)=[CH:7]2)[CH2:2][CH2:3][CH2:4][CH2:5]1. (2) The product is: [ClH:45].[ClH:45].[F:8][C:7]1[CH:6]=[CH:5][C:4]2[N:9]=[C:20]([C@@H:19]([NH2:25])[CH2:18][O:31][CH3:30])[N:10]([C:11]3[CH:16]=[CH:15][CH:14]=[CH:13][CH:12]=3)[C:3]=2[C:2]=1[F:1]. Given the reactants [F:1][C:2]1[C:7]([F:8])=[CH:6][CH:5]=[C:4]([NH2:9])[C:3]=1[NH:10][C:11]1[CH:16]=[CH:15][CH:14]=[CH:13][CH:12]=1.C1C=N[C:20]2N(O)N=[N:25][C:19]=2[CH:18]=1.CN1CC[O:31][CH2:30]C1.CCN=C=NCCCN(C)C.[ClH:45], predict the reaction product. (3) The product is: [CH3:36][N:44]([CH3:43])[CH2:31][CH2:30][C:12]1[NH:13][C:14]([C:16]2[CH:21]=[CH:20][N:19]=[C:18](/[CH:22]=[CH:23]/[C:24]3[CH:25]=[CH:26][CH:27]=[CH:28][CH:29]=3)[CH:17]=2)=[CH:15][C:11]=1[C:9]#[N:8]. Given the reactants C([NH:8][C:9]([C:11]1[CH:15]=[C:14]([C:16]2[CH:21]=[CH:20][N:19]=[C:18](/[CH:22]=[CH:23]/[C:24]3[CH:29]=[CH:28][CH:27]=[CH:26][CH:25]=3)[CH:17]=2)[NH:13][C:12]=1[CH:30]1CCNC[CH2:31]1)=O)C1C=CC=CC=1.[C:36](O)(=O)C.C=O.[BH3-][C:43]#[N:44].[Na+], predict the reaction product. (4) Given the reactants C(N(CC)CC)C.[C:8](Cl)(=[O:10])[CH3:9].Cl.[F:13][C:14]1[CH:15]=[CH:16][C:17]([CH2:20][O:21][C:22]2[CH:27]=[CH:26][N:25]([C:28]3[CH:29]=[CH:30][C:31]4[C:32]5[CH2:42][NH:41][CH2:40][CH2:39][CH2:38][C:33]=5[N:34]([CH3:37])[C:35]=4[CH:36]=3)[C:24](=[O:43])[CH:23]=2)=[N:18][CH:19]=1, predict the reaction product. The product is: [C:8]([N:41]1[CH2:40][CH2:39][CH2:38][C:33]2[N:34]([CH3:37])[C:35]3[CH:36]=[C:28]([N:25]4[CH:26]=[CH:27][C:22]([O:21][CH2:20][C:17]5[CH:16]=[CH:15][C:14]([F:13])=[CH:19][N:18]=5)=[CH:23][C:24]4=[O:43])[CH:29]=[CH:30][C:31]=3[C:32]=2[CH2:42]1)(=[O:10])[CH3:9]. (5) Given the reactants [CH3:1][NH:2][CH2:3][CH:4]([OH:12])[CH2:5][C:6]1[CH:11]=[CH:10][CH:9]=[CH:8][CH:7]=1.[CH3:25][C:24]([O:23][C:21](O[C:21]([O:23][C:24]([CH3:27])([CH3:26])[CH3:25])=[O:22])=[O:22])([CH3:27])[CH3:26], predict the reaction product. The product is: [OH:12][CH:4]([CH2:5][C:6]1[CH:11]=[CH:10][CH:9]=[CH:8][CH:7]=1)[CH2:3][N:2]([CH3:1])[C:21](=[O:22])[O:23][C:24]([CH3:25])([CH3:26])[CH3:27]. (6) Given the reactants [Cl:1][C:2]1[CH:3]=[C:4]([C:10]2([C:25]([F:28])([F:27])[F:26])[O:14][N:13]=[C:12]([C:15]3[CH:23]=[CH:22][C:18]([C:19]([OH:21])=O)=[C:17]([CH3:24])[CH:16]=3)[CH2:11]2)[CH:5]=[C:6]([Cl:9])[C:7]=1[Cl:8].CCN(C(C)C)C(C)C.CN(C(ON1N=NC2C=CC=NC1=2)=[N+](C)C)C.F[P-](F)(F)(F)(F)F.Cl.[NH2:63][CH2:64][C:65]1[CH:66]=[CH:67][C:68]2[C:72]([CH2:75][F:76])([CH2:73][F:74])[O:71][B:70]([OH:77])[C:69]=2[CH:78]=1, predict the reaction product. The product is: [F:76][CH2:75][C:72]1([CH2:73][F:74])[O:71][B:70]([OH:77])[C:69]2[CH:78]=[C:65]([CH2:64][NH:63][C:19](=[O:21])[C:18]3[CH:22]=[CH:23][C:15]([C:12]4[CH2:11][C:10]([C:4]5[CH:5]=[C:6]([Cl:9])[C:7]([Cl:8])=[C:2]([Cl:1])[CH:3]=5)([C:25]([F:27])([F:26])[F:28])[O:14][N:13]=4)=[CH:16][C:17]=3[CH3:24])[CH:66]=[CH:67][C:68]1=2. (7) Given the reactants [H-].[Na+].[F:3][C:4]1[CH:9]=[C:8]([C:10]([OH:13])([CH3:12])[CH3:11])[CH:7]=[CH:6][C:5]=1[C:14]1[S:18][C:17]([NH:19][C:20]2[CH:25]=[CH:24][CH:23]=[C:22]([CH2:26][OH:27])[N:21]=2)=[C:16]([C:28]([NH2:30])=[O:29])[CH:15]=1.I[CH3:32], predict the reaction product. The product is: [F:3][C:4]1[CH:9]=[C:8]([C:10]([OH:13])([CH3:11])[CH3:12])[CH:7]=[CH:6][C:5]=1[C:14]1[S:18][C:17]([NH:19][C:20]2[CH:25]=[CH:24][CH:23]=[C:22]([CH2:26][O:27][CH3:32])[N:21]=2)=[C:16]([C:28]([NH2:30])=[O:29])[CH:15]=1.